This data is from Forward reaction prediction with 1.9M reactions from USPTO patents (1976-2016). The task is: Predict the product of the given reaction. (1) The product is: [C:1]([O:5][C@@H:6]([C:10]1[C:37]([CH3:38])=[N:36][C:35]2=[CH:39][C:32]3=[N:33][N:34]2[C:11]=1[N:12]1[CH2:43][CH2:42][C:15]([CH3:44])([O:16][CH2:17][CH2:18][CH2:19][CH2:20][CH2:21][C:22]2[CH:41]=[C:26]([CH2:27][C:28]4[S:40][C:31]3=[N:30][CH:29]=4)[CH:25]=[CH:24][CH:23]=2)[CH2:14][CH2:13]1)[C:7]([OH:9])=[O:8])([CH3:4])([CH3:2])[CH3:3]. Given the reactants [C:1]([O:5][C@@H:6]([C:10]1[C:37]([CH3:38])=[N:36][C:35]2=[CH:39][C:32]3=[N:33][N:34]2[C:11]=1[N:12]1[CH2:43][CH2:42][C:15]([CH3:44])([O:16][CH2:17][CH:18]=[CH:19][CH2:20][CH2:21][C:22]2[CH:41]=[C:26]([CH2:27][C:28]4[S:40][C:31]3=[N:30][CH:29]=4)[CH:25]=[CH:24][CH:23]=2)[CH2:14][CH2:13]1)[C:7]([OH:9])=[O:8])([CH3:4])([CH3:3])[CH3:2].[H][H], predict the reaction product. (2) Given the reactants [CH2:1]([O:5][CH2:6][C:7]1[N:8]=[C:9]2[C:14]([C:15]([F:18])([F:17])[F:16])=[CH:13][CH:12]=[CH:11][N:10]2[CH:19]=1)[CH2:2][CH2:3][CH3:4].Br[C:21]1[CH:37]=[CH:36][C:24]([O:25][C:26]2[CH:31]=[CH:30][CH:29]=[C:28]([S:32]([CH3:35])(=[O:34])=[O:33])[CH:27]=2)=[CH:23][CH:22]=1, predict the reaction product. The product is: [CH2:1]([O:5][CH2:6][C:7]1[N:8]=[C:9]2[C:14]([C:15]([F:18])([F:16])[F:17])=[CH:13][CH:12]=[CH:11][N:10]2[C:19]=1[C:21]1[CH:22]=[CH:23][C:24]([O:25][C:26]2[CH:31]=[CH:30][CH:29]=[C:28]([S:32]([CH3:35])(=[O:34])=[O:33])[CH:27]=2)=[CH:36][CH:37]=1)[CH2:2][CH2:3][CH3:4]. (3) Given the reactants [OH:1][C:2]1[CH:3]=[C:4]([CH:7]=[CH:8][CH:9]=1)[CH:5]=[O:6].C([O-])([O-])=O.[K+].[K+].C1(=O)O[CH2:19][CH2:18][O:17]1, predict the reaction product. The product is: [OH:17][CH2:18][CH2:19][O:1][C:2]1[CH:3]=[C:4]([CH:7]=[CH:8][CH:9]=1)[CH:5]=[O:6]. (4) Given the reactants [H-].[H-].[H-].[H-].[Li+].[Al+3].[O:7]1[CH2:12][CH2:11][N:10]([CH2:13][CH2:14][CH2:15][C:16]#[N:17])[CH2:9][CH2:8]1, predict the reaction product. The product is: [O:7]1[CH2:12][CH2:11][N:10]([CH2:13][CH2:14][CH2:15][CH2:16][NH2:17])[CH2:9][CH2:8]1. (5) Given the reactants [NH2:1][C:2]1[CH:7]=[CH:6][CH:5]=[C:4](Br)[N:3]=1.C([O-])([O-])=O.[Na+].[Na+], predict the reaction product. The product is: [N:3]1[C:2]([NH2:1])=[CH:7][CH:6]=[CH:5][C:4]=1[C:7]1[CH:2]=[N:3][CH:4]=[CH:5][CH:6]=1. (6) Given the reactants Cl.[NH2:2][C:3]1[N:8]=[CH:7][C:6]([CH2:9][CH:10]([C:14]2[N:15]=[CH:16][N:17]([CH:19]3[CH2:24][CH2:23][CH2:22][CH2:21][CH2:20]3)[CH:18]=2)[C:11]([OH:13])=[O:12])=[CH:5][CH:4]=1.[CH:25]1([O:31][C:32]([O:34][CH:35](Cl)[CH3:36])=[O:33])[CH2:30][CH2:29][CH2:28][CH2:27][CH2:26]1.C([O-])([O-])=O.[K+].[K+].O, predict the reaction product. The product is: [NH2:2][C:3]1[N:8]=[CH:7][C:6]([CH2:9][CH:10]([C:14]2[N:15]=[CH:16][N:17]([CH:19]3[CH2:24][CH2:23][CH2:22][CH2:21][CH2:20]3)[CH:18]=2)[C:11]([O:13][CH:35]([O:34][C:32]([O:31][CH:25]2[CH2:30][CH2:29][CH2:28][CH2:27][CH2:26]2)=[O:33])[CH3:36])=[O:12])=[CH:5][CH:4]=1. (7) The product is: [Br:25][C:26]1[CH:34]=[C:30]([CH:29]=[C:28]([C:35]([N:37]([CH2:41][CH2:42][CH3:43])[CH2:38][CH2:39][CH3:40])=[O:36])[CH:27]=1)[C:31]([NH:8][C@H:9]([C@H:17]([C@@H:18]([CH2:19][CH2:20][S:21][CH3:22])[OH:23])[OH:24])[CH2:10][C:11]1[CH:16]=[CH:15][CH:14]=[CH:13][CH:12]=1)=[O:32]. Given the reactants FC(F)(F)C([O-])=O.[NH2:8][C@H:9]([C@@H:17]([OH:24])[C@@H:18]([OH:23])[CH2:19][CH2:20][S:21][CH3:22])[CH2:10][C:11]1[CH:16]=[CH:15][CH:14]=[CH:13][CH:12]=1.[Br:25][C:26]1[CH:27]=[C:28]([C:35]([N:37]([CH2:41][CH2:42][CH3:43])[CH2:38][CH2:39][CH3:40])=[O:36])[CH:29]=[C:30]([CH:34]=1)[C:31](O)=[O:32].CCN(C(C)C)C(C)C, predict the reaction product.